Dataset: Merck oncology drug combination screen with 23,052 pairs across 39 cell lines. Task: Regression. Given two drug SMILES strings and cell line genomic features, predict the synergy score measuring deviation from expected non-interaction effect. (1) Drug 1: C=CCn1c(=O)c2cnc(Nc3ccc(N4CCN(C)CC4)cc3)nc2n1-c1cccc(C(C)(C)O)n1. Drug 2: CC(C)CC(NC(=O)C(Cc1ccccc1)NC(=O)c1cnccn1)B(O)O. Cell line: RKO. Synergy scores: synergy=-12.7. (2) Drug 1: O=C(NOCC(O)CO)c1ccc(F)c(F)c1Nc1ccc(I)cc1F. Drug 2: CCC1(O)C(=O)OCc2c1cc1n(c2=O)Cc2cc3c(CN(C)C)c(O)ccc3nc2-1. Cell line: UWB1289BRCA1. Synergy scores: synergy=11.0. (3) Drug 1: O=C(O)C1(Cc2cccc(Nc3nccs3)n2)CCC(Oc2cccc(Cl)c2F)CC1. Drug 2: COC1CC2CCC(C)C(O)(O2)C(=O)C(=O)N2CCCCC2C(=O)OC(C(C)CC2CCC(OP(C)(C)=O)C(OC)C2)CC(=O)C(C)C=C(C)C(O)C(OC)C(=O)C(C)CC(C)C=CC=CC=C1C. Cell line: A2780. Synergy scores: synergy=49.7.